The task is: Predict which catalyst facilitates the given reaction.. This data is from Catalyst prediction with 721,799 reactions and 888 catalyst types from USPTO. (1) Reactant: [N:1]1[C:10]2[C:5](=[CH:6][CH:7]=[CH:8][CH:9]=2)[CH:4]=[C:3]([C:11]#[C:12][C:13]2[N:18]=[C:17]([C:19]([OH:21])=O)[CH:16]=[CH:15][CH:14]=2)[CH:2]=1.Cl.CN(C)CCCN=C=NCC.ON1C2C=CC=CC=2N=N1.[Cl:44][C:45]1[CH:54]=[CH:53][CH:52]=[C:51]([CH3:55])[C:46]=1[C:47]([NH:49][NH2:50])=[O:48]. Product: [Cl:44][C:45]1[CH:54]=[CH:53][CH:52]=[C:51]([CH3:55])[C:46]=1[C:47]([NH:49][NH:50][C:19]([C:17]1[CH:16]=[CH:15][CH:14]=[C:13]([C:12]#[C:11][C:3]2[CH:2]=[N:1][C:10]3[C:5]([CH:4]=2)=[CH:6][CH:7]=[CH:8][CH:9]=3)[N:18]=1)=[O:21])=[O:48]. The catalyst class is: 9. (2) Reactant: [CH3:1][O:2][C:3]([CH2:5][C:6]([CH2:8][C:9]([O:11][CH3:12])=[O:10])=O)=[O:4].O[CH:14]1[CH2:19]SC(O)C[S:15]1.[Br-].[Li+]. Product: [CH3:1][O:2][C:3]([CH2:5][C:6]1[S:15][CH:14]=[CH:19][C:8]=1[C:9]([O:11][CH3:12])=[O:10])=[O:4]. The catalyst class is: 12. (3) Reactant: [CH3:1][CH:2]([CH3:10])[CH2:3][CH2:4][C:5]([O:7]CC)=O.[H-].[Al+3].[Li+].[H-].[H-].[H-].O1[CH2:21][CH2:20][CH2:19][CH2:18]1.O.[OH-].[Na+].O1CC[CH2:27][CH2:26]1. Product: [CH3:10][CH:2]([CH3:1])[CH:3]([C:18]1[CH:27]=[CH:26][CH:21]=[CH:20][CH:19]=1)[CH2:4][CH2:5][OH:7]. The catalyst class is: 27. (4) Reactant: [Cl:1][C:2]1[CH:32]=[CH:31][C:5]([CH2:6][CH2:7][NH:8][C:9]([C:11]2[CH:30]=[CH:29][C:14]([O:15][C:16]3[CH:21]=[CH:20][C:19]([CH2:22][C:23]([O:25][CH2:26][CH3:27])=[O:24])=[CH:18][C:17]=3Br)=[CH:13][CH:12]=2)=[O:10])=[CH:4][CH:3]=1.[I-].[C:34]1([Zn+])[CH:39]=[CH:38][CH:37]=[CH:36][CH:35]=1. Product: [Cl:1][C:2]1[CH:32]=[CH:31][C:5]([CH2:6][CH2:7][NH:8][C:9]([C:11]2[CH:30]=[CH:29][C:14]([O:15][C:16]3[C:17]([C:34]4[CH:39]=[CH:38][CH:37]=[CH:36][CH:35]=4)=[CH:18][C:19]([CH2:22][C:23]([O:25][CH2:26][CH3:27])=[O:24])=[CH:20][CH:21]=3)=[CH:13][CH:12]=2)=[O:10])=[CH:4][CH:3]=1. The catalyst class is: 1. (5) Reactant: [Br:1][C:2]1[CH:8]=[C:7]([N+:9]([O-:11])=[O:10])[CH:6]=[C:5]([Br:12])[C:3]=1N.OS(O)(=O)=O.N([O-])=O.[Na+]. Product: [Br:1][C:2]1[CH:8]=[C:7]([N+:9]([O-:11])=[O:10])[CH:6]=[C:5]([Br:12])[CH:3]=1. The catalyst class is: 8. (6) Reactant: [CH2:1]([O:8][C:9]1[C:14]2[CH:15]=[C:16]([C:18]3[N:19]=[C:20]4[N:24]([CH:25]=3)[N:23]=[C:22](Br)[S:21]4)[O:17][C:13]=2[CH:12]=[C:11]([F:27])[CH:10]=1)[C:2]1[CH:7]=[CH:6][CH:5]=[CH:4][CH:3]=1.[CH3:28][O-:29].[Na+]. Product: [CH2:1]([O:8][C:9]1[C:14]2[CH:15]=[C:16]([C:18]3[N:19]=[C:20]4[N:24]([CH:25]=3)[N:23]=[C:22]([O:29][CH3:28])[S:21]4)[O:17][C:13]=2[CH:12]=[C:11]([F:27])[CH:10]=1)[C:2]1[CH:7]=[CH:6][CH:5]=[CH:4][CH:3]=1. The catalyst class is: 98. (7) Reactant: [Cl:1][C:2]1[CH:9]=[CH:8][CH:7]=[C:6](F)[C:3]=1[CH:4]=[O:5].[NH:11]1[CH2:15][CH2:14][CH2:13][CH2:12]1.C(=O)([O-])[O-].[K+].[K+].CS(C)=O. Product: [Cl:1][C:2]1[CH:9]=[CH:8][CH:7]=[C:6]([N:11]2[CH2:15][CH2:14][CH2:13][CH2:12]2)[C:3]=1[CH:4]=[O:5]. The catalyst class is: 6. (8) Reactant: [S:1]1[C:9]2[N:4]([C:5](=[O:11])[NH:6][C:7](=[O:10])[CH:8]=2)[CH:3]=[CH:2]1.C(=O)([O-])[O-].[Cs+].[Cs+].[Cl:18][C:19]1[CH:26]=[CH:25][C:22]([CH2:23]Cl)=[CH:21][CH:20]=1. The catalyst class is: 9. Product: [Cl:18][C:19]1[CH:26]=[CH:25][C:22]([CH2:23][N:6]2[C:7](=[O:10])[CH:8]=[C:9]3[S:1][CH:2]=[CH:3][N:4]3[C:5]2=[O:11])=[CH:21][CH:20]=1.